From a dataset of Reaction yield outcomes from USPTO patents with 853,638 reactions. Predict the reaction yield, written as a fraction of the theoretical maximum amount of product (1.0 means a 100% yield; for example, 0.34 means a 34% yield). (1) The reactants are [CH2:1]([O:4][C:5]1[CH:10]=[C:9]([CH3:11])[CH:8]=[CH:7][C:6]=1[C:12]([C:14]1[C:18]2[CH2:19][CH2:20][CH2:21][CH2:22][C:17]=2[S:16][C:15]=1[NH2:23])=O)[CH:2]=[CH2:3].[O:24]=[C:25]([CH2:31][C:32](=O)[CH3:33])[C:26]([O:28][CH2:29][CH3:30])=[O:27].C([Cl:38])(=O)C. The catalyst is C(O)C. The product is [ClH:38].[CH2:1]([O:4][C:5]1[CH:10]=[C:9]([CH3:11])[CH:8]=[CH:7][C:6]=1[C:12]1[C:31]([C:25](=[O:24])[C:26]([O:28][CH2:29][CH3:30])=[O:27])=[C:32]([CH3:33])[N:23]=[C:15]2[S:16][C:17]3[CH2:22][CH2:21][CH2:20][CH2:19][C:18]=3[C:14]=12)[CH:2]=[CH2:3]. The yield is 0.860. (2) The reactants are C([C:4]1[CH:8]=[C:7]([Cl:9])[S:6][C:5]=1[C:10]1[CH:15]=[CH:14][C:13]([C:16]2[CH:21]=[CH:20][C:19]([C:22]3([C:25]([OH:27])=[O:26])[CH2:24][CH2:23]3)=[CH:18][CH:17]=2)=[CH:12][CH:11]=1)(=O)N.[N:28]1[CH:33]=CC=CC=1.FC(F)(F)C(OI(C1C=CC=CC=1)OC(=O)C(F)(F)F)=[O:37].[S:55]1[CH:59]=[C:58]([CH:60]([OH:62])[CH3:61])[CH:57]=[N:56]1. The catalyst is C1(C)C=CC=CC=1. The product is [Cl:9][C:7]1[S:6][C:5]([C:10]2[CH:15]=[CH:14][C:13]([C:16]3[CH:17]=[CH:18][C:19]([C:22]4([C:25]([OH:27])=[O:26])[CH2:24][CH2:23]4)=[CH:20][CH:21]=3)=[CH:12][CH:11]=2)=[C:4]([NH:28][C:33]([O:62][CH:60]([C:58]2[CH:57]=[N:56][S:55][CH:59]=2)[CH3:61])=[O:37])[CH:8]=1. The yield is 0.290. (3) The reactants are [OH:1][N:2]1[CH2:7][CH2:6][O:5][CH2:4][CH2:3]1.[CH2:8]([Mg]Cl)[C:9]1[CH:14]=[CH:13][CH:12]=[CH:11][CH:10]=1.[Cl-].[NH4+]. The catalyst is ClCCl.O=[Mn]=O. The product is [CH2:8]([CH:3]1[CH2:4][O:5][CH2:6][CH2:7][N:2]1[OH:1])[C:9]1[CH:14]=[CH:13][CH:12]=[CH:11][CH:10]=1. The yield is 0.340. (4) The reactants are [H-].[Na+].O1CC[CH2:5][CH2:4]1.[NH2:8][C:9]1[CH:10]=[C:11]([SH:15])[CH:12]=[CH:13][CH:14]=1.ICC. The catalyst is O.CN(C)C=O. The product is [CH2:4]([S:15][C:11]1[CH:10]=[C:9]([CH:14]=[CH:13][CH:12]=1)[NH2:8])[CH3:5]. The yield is 0.820. (5) The reactants are [Cl:1][C:2]1[CH:3]=[C:4]([N:10]([C:15]2[C:34]([CH:35]3[CH2:37][CH2:36]3)=[CH:33][C:18]3[C:19]([C:29]([NH:31][CH3:32])=[O:30])=[C:20]([C:22]4[CH:27]=[CH:26][C:25]([F:28])=[CH:24][CH:23]=4)[O:21][C:17]=3[CH:16]=2)[S:11]([CH3:14])(=[O:13])=[O:12])[CH:5]=[CH:6][C:7]=1[CH:8]=[O:9].[CH:38]([Mg]Br)=[CH2:39].[Cl-].[NH4+]. The catalyst is C1COCC1. The product is [Cl:1][C:2]1[CH:3]=[C:4]([N:10]([C:15]2[C:34]([CH:35]3[CH2:37][CH2:36]3)=[CH:33][C:18]3[C:19]([C:29]([NH:31][CH3:32])=[O:30])=[C:20]([C:22]4[CH:27]=[CH:26][C:25]([F:28])=[CH:24][CH:23]=4)[O:21][C:17]=3[CH:16]=2)[S:11]([CH3:14])(=[O:13])=[O:12])[CH:5]=[CH:6][C:7]=1[CH:8]([OH:9])[CH:38]=[CH2:39]. The yield is 0.720.